From a dataset of Catalyst prediction with 721,799 reactions and 888 catalyst types from USPTO. Predict which catalyst facilitates the given reaction. (1) Reactant: [CH2:1]([O:8][CH2:9][CH2:10][S:11]([OH:14])(=O)=[O:12])[C:2]1[CH:7]=[CH:6][CH:5]=[CH:4][CH:3]=1.S(Cl)([Cl:17])=O. Product: [CH2:1]([O:8][CH2:9][CH2:10][S:11]([Cl:17])(=[O:14])=[O:12])[C:2]1[CH:7]=[CH:6][CH:5]=[CH:4][CH:3]=1. The catalyst class is: 9. (2) Reactant: C1(P(C2CCCCC2)C2C=CC=CC=2C2C=CC=CC=2N(C)C)CCCCC1.[F:29][C:30]([F:58])([F:57])[O:31][C:32]1[CH:37]=[CH:36][C:35](Br)=[CH:34][C:33]=1[NH:39][C:40]1[N:49]=[CH:48][C:47]2[CH2:46][CH2:45][C:44]3[C:50]([C:54]([NH2:56])=[O:55])=[N:51][N:52]([CH3:53])[C:43]=3[C:42]=2[N:41]=1.[Li]N([Si](C)(C)C)[Si](C)(C)C.[CH2:69]([N:71]1[CH2:76][CH2:75][NH:74][CH2:73][CH2:72]1)[CH3:70]. Product: [CH2:69]([N:71]1[CH2:76][CH2:75][N:74]([C:35]2[CH:36]=[CH:37][C:32]([O:31][C:30]([F:58])([F:57])[F:29])=[C:33]([NH:39][C:40]3[N:49]=[CH:48][C:47]4[CH2:46][CH2:45][C:44]5[C:50]([C:54]([NH2:56])=[O:55])=[N:51][N:52]([CH3:53])[C:43]=5[C:42]=4[N:41]=3)[CH:34]=2)[CH2:73][CH2:72]1)[CH3:70]. The catalyst class is: 443. (3) Reactant: [CH3:1][O:2][C:3]1[CH:4]=[C:5]2[C:10](=[CH:11][C:12]=1[O:13][CH3:14])[N:9]=[CH:8][CH:7]=[C:6]2[O:15][C:16]1[CH:22]=[CH:21][C:19]([NH2:20])=[C:18]([CH3:23])[C:17]=1[CH3:24].Cl[C:26](Cl)([O:28][C:29](=[O:35])OC(Cl)(Cl)Cl)Cl.[CH2:37]1[C:46]2[C:41](=[CH:42][CH:43]=[CH:44][CH:45]=2)[CH2:40][CH2:39]C1O.C(=O)(O)[O-].[Na+]. Product: [CH3:1][O:2][C:3]1[CH:4]=[C:5]2[C:10](=[CH:11][C:12]=1[O:13][CH3:14])[N:9]=[CH:8][CH:7]=[C:6]2[O:15][C:16]1[CH:22]=[CH:21][C:19]([NH:20][C:29](=[O:35])[O:28][CH:26]2[CH2:39][CH2:40][C:41]3[C:46](=[CH:45][CH:44]=[CH:43][CH:42]=3)[CH2:37]2)=[C:18]([CH3:23])[C:17]=1[CH3:24]. The catalyst class is: 208. (4) Reactant: C(=O)([O-])[O-].[K+].[K+].[CH2:7](I)[CH3:8].[CH3:10][C:11]1([CH3:29])[O:15][N:14]=[C:13]([S:16][CH2:17][C:18]2[C:19]([OH:28])=[N:20][N:21]([CH3:27])[C:22]=2[C:23]([F:26])([F:25])[F:24])[CH2:12]1.O. Product: [CH3:10][C:11]1([CH3:29])[O:15][N:14]=[C:13]([S:16][CH2:17][C:18]2[C:19]([O:28][CH2:7][CH3:8])=[N:20][N:21]([CH3:27])[C:22]=2[C:23]([F:26])([F:25])[F:24])[CH2:12]1. The catalyst class is: 9. (5) Reactant: [N:1]([CH:4]([C:6]1[N:7]=[C:8]2[S:16][CH:15]=[C:14]([CH3:17])[N:9]2[C:10](=[O:13])[C:11]=1Br)[CH3:5])=[N+:2]=[N-:3].[Cl:18][C:19]1[CH:20]=[C:21](B(O)O)[CH:22]=[C:23]([F:25])[CH:24]=1.C(=O)([O-])[O-].[Na+].[Na+].O. Product: [N:1]([CH:4]([C:6]1[N:7]=[C:8]2[S:16][CH:15]=[C:14]([CH3:17])[N:9]2[C:10](=[O:13])[C:11]=1[C:21]1[CH:22]=[C:23]([F:25])[CH:24]=[C:19]([Cl:18])[CH:20]=1)[CH3:5])=[N+:2]=[N-:3]. The catalyst class is: 660. (6) Reactant: Cl[Si](Cl)(Cl)Cl.[N-:6]=[N+:7]=[N-:8].[Na+].[CH2:10]([O:12][C:13]([C:15]1[CH:16]=[C:17]2[C:22](=[CH:23][CH:24]=1)[NH:21][CH:20]([C:25]1[CH:30]=[CH:29][CH:28]=[C:27]([C:31](=O)[NH:32][CH:33]3[CH2:35][CH2:34]3)[CH:26]=1)[CH2:19][C:18]2([CH3:38])[CH3:37])=[O:14])[CH3:11]. Product: [CH2:10]([O:12][C:13]([C:15]1[CH:16]=[C:17]2[C:22](=[CH:23][CH:24]=1)[NH:21][CH:20]([C:25]1[CH:30]=[CH:29][CH:28]=[C:27]([C:31]3[N:32]([CH:33]4[CH2:34][CH2:35]4)[N:8]=[N:7][N:6]=3)[CH:26]=1)[CH2:19][C:18]2([CH3:37])[CH3:38])=[O:14])[CH3:11]. The catalyst class is: 10. (7) Reactant: [CH2:1]([C:3]1[CH:4]=[C:5]([CH2:11][CH:12]([NH:17][C:18]([N:20]2[CH2:25][CH2:24][CH:23]([N:26]3[CH2:32][CH2:31][C:30]4[CH:33]=[CH:34][CH:35]=[CH:36][C:29]=4[NH:28][C:27]3=[O:37])[CH2:22][CH2:21]2)=[O:19])[C:13]([O:15]C)=[O:14])[CH:6]=[CH:7][C:8]=1[CH2:9][CH3:10])[CH3:2].O.[OH-].[Li+]. Product: [CH2:1]([C:3]1[CH:4]=[C:5]([CH2:11][CH:12]([NH:17][C:18]([N:20]2[CH2:21][CH2:22][CH:23]([N:26]3[CH2:32][CH2:31][C:30]4[CH:33]=[CH:34][CH:35]=[CH:36][C:29]=4[NH:28][C:27]3=[O:37])[CH2:24][CH2:25]2)=[O:19])[C:13]([OH:15])=[O:14])[CH:6]=[CH:7][C:8]=1[CH2:9][CH3:10])[CH3:2]. The catalyst class is: 14.